This data is from Full USPTO retrosynthesis dataset with 1.9M reactions from patents (1976-2016). The task is: Predict the reactants needed to synthesize the given product. (1) Given the product [Cl:20][C:18]1[C:17](=[O:21])[N:16]([CH3:22])[CH:15]=[C:14]([N:11]2[C:12](=[O:13])[C:4]3[CH:3]=[C:2]([C:36]4[C:37]([O:39][CH3:40])=[N:38][C:33]([O:32][CH3:31])=[N:34][CH:35]=4)[N:6]([CH:7]([CH3:9])[CH3:8])[C:5]=3[CH:10]2[C:23]2[CH:30]=[CH:29][C:26]([C:27]#[N:28])=[CH:25][CH:24]=2)[CH:19]=1, predict the reactants needed to synthesize it. The reactants are: Br[C:2]1[N:6]([CH:7]([CH3:9])[CH3:8])[C:5]2[CH:10]([C:23]3[CH:30]=[CH:29][C:26]([C:27]#[N:28])=[CH:25][CH:24]=3)[N:11]([C:14]3[CH:19]=[C:18]([Cl:20])[C:17](=[O:21])[N:16]([CH3:22])[CH:15]=3)[C:12](=[O:13])[C:4]=2[CH:3]=1.[CH3:31][O:32][C:33]1[N:38]=[C:37]([O:39][CH3:40])[C:36](B(O)O)=[CH:35][N:34]=1.BrC1N(C(C)C)C2C(C3C=CC(Cl)=CC=3)N(C3C=C(Cl)C=CC=3C)C(=O)C=2C=1.COC1C(B2OC(C)(C)C(C)(C)O2)=CN=C(N)N=1. (2) The reactants are: [O:1]=[C:2]1[C:10]2[C:5](=[N:6][C:7]([CH:11]=O)=[CH:8][CH:9]=2)[CH2:4][O:3]1.[CH2:13]([NH:15][CH2:16][CH3:17])[CH3:14].C(O[BH-](OC(=O)C)OC(=O)C)(=O)C.[Na+].C([O-])(O)=O.[Na+]. Given the product [CH2:13]([N:15]([CH2:11][C:7]1[N:6]=[C:5]2[CH2:4][O:3][C:2](=[O:1])[C:10]2=[CH:9][CH:8]=1)[CH2:16][CH3:17])[CH3:14], predict the reactants needed to synthesize it. (3) Given the product [N:10]1[CH:11]=[C:12]([C:27]([CH3:32])([CH3:31])[C:28]([Cl:3])=[O:29])[N:13]2[C:26]=1[C:25]1[CH:24]=[CH:23][CH:22]=[CH:21][C:20]=1[C:19]1[CH:18]=[CH:17][CH:16]=[CH:15][C:14]2=1, predict the reactants needed to synthesize it. The reactants are: S(Cl)([Cl:3])=O.CN(C=O)C.[N:10]1[CH:11]=[C:12]([C:27]([CH3:32])([CH3:31])[C:28](O)=[O:29])[N:13]2[C:26]=1[C:25]1[CH:24]=[CH:23][CH:22]=[CH:21][C:20]=1[C:19]1[CH:18]=[CH:17][CH:16]=[CH:15][C:14]2=1. (4) Given the product [CH3:23][N:25]([CH3:27])[CH:26]=[C:3]([C:2](=[O:1])[C:9]1[CH:14]=[CH:13][C:12]([O:15][C:16]2[CH:21]=[CH:20][CH:19]=[CH:18][CH:17]=2)=[CH:11][CH:10]=1)[C:4]([O:6][CH2:7][CH3:8])=[O:5], predict the reactants needed to synthesize it. The reactants are: [O:1]=[C:2]([C:9]1[CH:14]=[CH:13][C:12]([O:15][C:16]2[CH:21]=[CH:20][CH:19]=[CH:18][CH:17]=2)=[CH:11][CH:10]=1)[CH2:3][C:4]([O:6][CH2:7][CH3:8])=[O:5].C[C:23]([N:25]([CH3:27])[CH3:26])=O.[CH3:23][N:25]([CH:27]=O)[CH3:26]. (5) The reactants are: C(OC([N:8]1[CH2:13][CH2:12][CH2:11][C@@H:10]([C:14](=[O:37])[NH:15][C:16]2[CH:21]=[C:20]([C:22]3[CH:23]=[N:24][CH:25]=[C:26]([NH:28][CH2:29][CH:30]4[CH2:35][CH2:34][O:33][CH2:32][CH2:31]4)[CH:27]=3)[C:19]([Cl:36])=[CH:18][N:17]=2)[CH2:9]1)=O)(C)(C)C.Cl. Given the product [Cl:36][C:19]1[C:20]([C:22]2[CH:23]=[N:24][CH:25]=[C:26]([NH:28][CH2:29][CH:30]3[CH2:35][CH2:34][O:33][CH2:32][CH2:31]3)[CH:27]=2)=[CH:21][C:16]([NH:15][C:14]([C@@H:10]2[CH2:11][CH2:12][CH2:13][NH:8][CH2:9]2)=[O:37])=[N:17][CH:18]=1, predict the reactants needed to synthesize it. (6) The reactants are: [CH2:1]([N:8]1[CH2:13][CH2:12][C:11]2([CH2:21][C:20]3[C:15](=[CH:16][CH:17]=[C:18]([OH:22])[CH:19]=3)[CH2:14]2)[CH2:10][CH2:9]1)[C:2]1[CH:7]=[CH:6][CH:5]=[CH:4][CH:3]=1.C1(P(C2C=CC=CC=2)C2C=CC=CC=2)C=CC=CC=1.O[CH:43]1[CH2:48][CH2:47][N:46]([C:49]([O:51][C:52]([CH3:55])([CH3:54])[CH3:53])=[O:50])[CH2:45][CH2:44]1.CCOC(/N=N/C(OCC)=O)=O. Given the product [CH2:1]([N:8]1[CH2:13][CH2:12][C:11]2([CH2:21][C:20]3[C:15](=[CH:16][CH:17]=[C:18]([O:22][CH:43]4[CH2:48][CH2:47][N:46]([C:49]([O:51][C:52]([CH3:55])([CH3:54])[CH3:53])=[O:50])[CH2:45][CH2:44]4)[CH:19]=3)[CH2:14]2)[CH2:10][CH2:9]1)[C:2]1[CH:3]=[CH:4][CH:5]=[CH:6][CH:7]=1, predict the reactants needed to synthesize it. (7) Given the product [Si:11]([O:1][C@H:2]([CH3:6])[C:3]([OH:5])=[O:4])([C:8]([CH3:10])([CH3:9])[CH3:7])([C:18]1[CH:19]=[CH:20][CH:21]=[CH:22][CH:23]=1)[C:12]1[CH:17]=[CH:16][CH:15]=[CH:14][CH:13]=1, predict the reactants needed to synthesize it. The reactants are: [OH:1][C@H:2]([CH3:6])[C:3]([OH:5])=[O:4].[CH3:7][C:8]([Si:11](Cl)([C:18]1[CH:23]=[CH:22][CH:21]=[CH:20][CH:19]=1)[C:12]1[CH:17]=[CH:16][CH:15]=[CH:14][CH:13]=1)([CH3:10])[CH3:9].N1C=CN=C1. (8) Given the product [CH2:1]([O:8][C:9]([NH:11][CH2:12][CH2:13][S:14]([NH2:18])(=[O:16])=[O:15])=[O:10])[C:2]1[CH:7]=[CH:6][CH:5]=[CH:4][CH:3]=1, predict the reactants needed to synthesize it. The reactants are: [CH2:1]([O:8][C:9]([NH:11][CH2:12][CH2:13][S:14](Cl)(=[O:16])=[O:15])=[O:10])[C:2]1[CH:7]=[CH:6][CH:5]=[CH:4][CH:3]=1.[NH4+:18].[OH-]. (9) The reactants are: CC(C)([O-])C.[K+].[F:7][C:8]1[CH:17]=[C:16]2[C:11]([CH:12]=[CH:13][CH:14]=[C:15]2[OH:18])=[CH:10][CH:9]=1.C1(N([S:26]([C:29]([F:32])([F:31])[F:30])(=[O:28])=[O:27])[S:26]([C:29]([F:32])([F:31])[F:30])(=[O:28])=[O:27])C=CC=CC=1. Given the product [F:30][C:29]([F:32])([F:31])[S:26]([O:18][C:15]1[C:16]2[C:11](=[CH:10][CH:9]=[C:8]([F:7])[CH:17]=2)[CH:12]=[CH:13][CH:14]=1)(=[O:28])=[O:27], predict the reactants needed to synthesize it. (10) Given the product [Br:10][C:11]1[CH:16]=[CH:15][C:14]([N:5]2[CH2:6][CH2:7][C@@H:8]3[CH2:9][N:2]([CH3:1])[CH2:3][C@H:4]23)=[CH:13][CH:12]=1, predict the reactants needed to synthesize it. The reactants are: [CH3:1][N:2]1[CH2:9][C@@H:8]2[C@@H:4]([NH:5][CH2:6][CH2:7]2)[CH2:3]1.[Br:10][C:11]1[CH:16]=[CH:15][C:14](Br)=[CH:13][CH:12]=1.C1(P(C2C=CC=CC=2)C2C=CC3C(=CC=CC=3)C=2C2C3C(=CC=CC=3)C=CC=2P(C2C=CC=CC=2)C2C=CC=CC=2)C=CC=CC=1.CC(C)([O-])C.[Na+].